From a dataset of Peptide-MHC class II binding affinity with 134,281 pairs from IEDB. Regression. Given a peptide amino acid sequence and an MHC pseudo amino acid sequence, predict their binding affinity value. This is MHC class II binding data. (1) The peptide sequence is LPRLIAFTSEHSHFS. The MHC is DRB1_0101 with pseudo-sequence DRB1_0101. The binding affinity (normalized) is 0.510. (2) The peptide sequence is FLAVALVAGPAGSYA. The MHC is HLA-DPA10103-DPB10401 with pseudo-sequence HLA-DPA10103-DPB10401. The binding affinity (normalized) is 0. (3) The peptide sequence is YLCLRCHQTMLRNSE. The MHC is DRB1_0101 with pseudo-sequence DRB1_0101. The binding affinity (normalized) is 0.433. (4) The binding affinity (normalized) is 0.172. The MHC is DRB3_0202 with pseudo-sequence DRB3_0202. The peptide sequence is GELQIVDCIDAAFKI. (5) The peptide sequence is YAVSFNYFVCNLLQE. The MHC is DRB1_0901 with pseudo-sequence DRB1_0901. The binding affinity (normalized) is 0.552.